This data is from Full USPTO retrosynthesis dataset with 1.9M reactions from patents (1976-2016). The task is: Predict the reactants needed to synthesize the given product. (1) Given the product [NH2:30][C:25]1[CH:26]=[N:27][CH:28]=[CH:29][C:24]=1[NH:23][CH2:22][CH2:21][CH2:20][O:19][C:16]1[CH:17]=[CH:18][C:4]2[N:3]([CH2:1][CH3:2])[C:9](=[O:10])[C:8]([CH3:11])([CH3:12])[C:7](=[O:13])[N:6]([CH3:14])[C:5]=2[CH:15]=1, predict the reactants needed to synthesize it. The reactants are: [CH2:1]([N:3]1[C:9](=[O:10])[C:8]([CH3:12])([CH3:11])[C:7](=[O:13])[N:6]([CH3:14])[C:5]2[CH:15]=[C:16]([O:19][CH2:20][CH2:21][CH2:22][NH:23][C:24]3[CH:29]=[CH:28][N:27]=[CH:26][C:25]=3[N+:30]([O-])=O)[CH:17]=[CH:18][C:4]1=2)[CH3:2]. (2) Given the product [C:15]([NH:19][C:7]1[C:2]([F:1])=[C:3]([CH2:12][CH2:13][OH:14])[C:4]([N+:9]([O-:11])=[O:10])=[CH:5][CH:6]=1)([CH3:18])([CH3:17])[CH3:16], predict the reactants needed to synthesize it. The reactants are: [F:1][C:2]1[C:7](F)=[CH:6][CH:5]=[C:4]([N+:9]([O-:11])=[O:10])[C:3]=1[CH2:12][CH2:13][OH:14].[C:15]([NH2:19])([CH3:18])([CH3:17])[CH3:16].CS(C)=O.C1(C)C=CC=CC=1. (3) Given the product [F:5][C:6]1[CH:11]=[C:10]([S:12][CH3:13])[CH:9]=[CH:8][C:7]=1[C:14]1[N:15]=[CH:16][C:17]([OH:21])=[N:18][CH:19]=1, predict the reactants needed to synthesize it. The reactants are: N([O-])=O.[Na+].[F:5][C:6]1[CH:11]=[C:10]([S:12][CH3:13])[CH:9]=[CH:8][C:7]=1[C:14]1[N:15]=[CH:16][C:17](N)=[N:18][CH:19]=1.[OH-:21].[Na+].